Task: Predict the reaction yield, written as a fraction of the theoretical maximum amount of product (1.0 means a 100% yield; for example, 0.34 means a 34% yield).. Dataset: Reaction yield outcomes from USPTO patents with 853,638 reactions (1) The reactants are [CH3:1][C:2]1[C:3]([CH2:14][S:15]([C:17]2[NH:21][C:20]3[CH:22]=[CH:23][CH:24]=[CH:25][C:19]=3[N:18]=2)=[O:16])=[N:4][CH:5]=[CH:6][C:7]=1[O:8][CH2:9][C:10]([F:13])([F:12])[F:11].CCN(CC)CC.C([O-])(O)=O.[Na+].[C:38]1([CH3:63])[CH:43]=[CH:42][C:41]([S:44]([CH2:47][CH2:48][O:49][C:50](=[O:62])[C:51]2[CH:56]=[CH:55][C:54]([CH3:57])=[C:53]([S:58](Cl)(=[O:60])=[O:59])[CH:52]=2)(=[O:46])=[O:45])=[CH:40][CH:39]=1. The catalyst is C(Cl)Cl.O. The product is [C:38]1([CH3:63])[CH:43]=[CH:42][C:41]([S:44]([CH2:47][CH2:48][O:49][C:50](=[O:62])[C:51]2[CH:56]=[CH:55][C:54]([CH3:57])=[C:53]([S:58]([N:21]3[C:20]4[CH:22]=[CH:23][CH:24]=[CH:25][C:19]=4[N:18]=[C:17]3[S:15]([CH2:14][C:3]3[C:2]([CH3:1])=[C:7]([O:8][CH2:9][C:10]([F:13])([F:11])[F:12])[CH:6]=[CH:5][N:4]=3)=[O:16])(=[O:60])=[O:59])[CH:52]=2)(=[O:46])=[O:45])=[CH:40][CH:39]=1. The yield is 0.780. (2) The reactants are [O:1]([C:8]1[CH:9]=[C:10]([OH:14])[CH:11]=[CH:12][CH:13]=1)[C:2]1[CH:7]=[CH:6][CH:5]=[CH:4][CH:3]=1.[Br:15]Br. The catalyst is C(Cl)Cl. The product is [Br:15][C:13]1[CH:12]=[CH:11][C:10]([OH:14])=[CH:9][C:8]=1[O:1][C:2]1[CH:3]=[CH:4][CH:5]=[CH:6][CH:7]=1. The yield is 0.160.